From a dataset of CYP2C9 inhibition data for predicting drug metabolism from PubChem BioAssay. Regression/Classification. Given a drug SMILES string, predict its absorption, distribution, metabolism, or excretion properties. Task type varies by dataset: regression for continuous measurements (e.g., permeability, clearance, half-life) or binary classification for categorical outcomes (e.g., BBB penetration, CYP inhibition). Dataset: cyp2c9_veith. (1) The drug is O=[N+]([O-])O[C@H]1CO[C@H]2[C@@H](O[N+](=O)[O-])CO[C@H]12. The result is 0 (non-inhibitor). (2) The molecule is Cc1noc(C)c1-c1ccc2ncnc(NCCN3CCOCC3)c2c1. The result is 0 (non-inhibitor).